Task: Predict the reaction yield, written as a fraction of the theoretical maximum amount of product (1.0 means a 100% yield; for example, 0.34 means a 34% yield).. Dataset: Reaction yield outcomes from USPTO patents with 853,638 reactions (1) The reactants are [F:1][C:2]1[CH:7]=[CH:6][C:5]([NH:8][C:9]([C:11]2([C:14]([O:16]C)=[O:15])[CH2:13][CH2:12]2)=[O:10])=[CH:4][CH:3]=1.O.O.[OH-].[Li+]. The catalyst is C1COCC1.C(OCC)(=O)C. The product is [F:1][C:2]1[CH:3]=[CH:4][C:5]([NH:8][C:9]([C:11]2([C:14]([OH:16])=[O:15])[CH2:12][CH2:13]2)=[O:10])=[CH:6][CH:7]=1. The yield is 0.940. (2) The reactants are [NH2:1][C:2]1[CH:3]=[C:4]([OH:12])[C:5](=[CH:10][CH:11]=1)[C:6]([O:8][CH3:9])=[O:7].[F:13][CH:14]([F:26])[O:15][C:16]1[CH:17]=[C:18]([S:22](Cl)(=[O:24])=[O:23])[CH:19]=[CH:20][CH:21]=1. No catalyst specified. The product is [F:26][CH:14]([F:13])[O:15][C:16]1[CH:17]=[C:18]([S:22]([NH:1][C:2]2[CH:11]=[CH:10][C:5]([C:6]([O:8][CH3:9])=[O:7])=[C:4]([OH:12])[CH:3]=2)(=[O:24])=[O:23])[CH:19]=[CH:20][CH:21]=1. The yield is 0.780.